Predict the product of the given reaction. From a dataset of Forward reaction prediction with 1.9M reactions from USPTO patents (1976-2016). (1) Given the reactants [CH2:1]([C@H:4]1[CH2:8][N:7](C(OC(C)(C)C)=O)[CH2:6][C@@:5]1([NH:20][C:21](=[O:26])[C:22]([F:25])([F:24])[F:23])[C:16]([O:18][CH3:19])=[O:17])[CH:2]=[CH2:3].[F:27][C:28]([F:33])([F:32])[C:29]([OH:31])=[O:30], predict the reaction product. The product is: [F:27][C:28]([F:33])([F:32])[C:29]([OH:31])=[O:30].[CH2:1]([C@H:4]1[CH2:8][NH:7][CH2:6][C@@:5]1([NH:20][C:21](=[O:26])[C:22]([F:23])([F:24])[F:25])[C:16]([O:18][CH3:19])=[O:17])[CH:2]=[CH2:3]. (2) The product is: [NH2:1][C:2]1[CH:7]=[CH:6][C:5]([CH:8]([NH:10][C:26]2[C:25]3[N:29]=[CH:30][N:31]([C:24]=3[N:23]=[CH:22][N:27]=2)[C@@H:32]2[O:36][C@H:35]([CH2:37][OH:38])[C@@H:34]([OH:39])[C@H:33]2[OH:40])[CH3:9])=[CH:4][CH:3]=1. Given the reactants [NH2:1][C:2]1[CH:7]=[CH:6][C:5]([CH:8]([NH2:10])[CH3:9])=[CH:4][CH:3]=1.Cl.NC1C=CC(C(N)C)=CC=1.[CH:22]1[N:27]=[C:26](Cl)[C:25]2[N:29]=[CH:30][N:31]([C@@H:32]3[O:36][C@H:35]([CH2:37][OH:38])[C@@H:34]([OH:39])[C@H:33]3[OH:40])[C:24]=2[N:23]=1.C(N(CC)CC)C, predict the reaction product.